From a dataset of Forward reaction prediction with 1.9M reactions from USPTO patents (1976-2016). Predict the product of the given reaction. (1) Given the reactants C(N([P:8]([N:12]([CH:16]([CH3:18])[CH3:17])[CH:13]([CH3:15])[CH3:14])(Cl)([O-:10])[O-:9])C(C)C)(C)C.[CH3:19][O:20][C:21]1[CH:58]=[CH:57][C:24]([C:25]([O:40][CH2:41][C@H:42]2[O:46][C@@H:45]([N:47]3[CH:55]=[C:53]([CH3:54])[C:51](=[O:52])[NH:50][C:48]3=[O:49])[CH2:44][C@@H:43]2[OH:56])([C:34]2[CH:39]=[CH:38][CH:37]=[CH:36][CH:35]=2)[C:26]2[CH:31]=[CH:30][C:29]([O:32][CH3:33])=[CH:28][CH:27]=2)=[CH:23][CH:22]=1.C(N(C(C)C)C(C)C)C.[C:68]([O:71][C@@H:72]1[C@@H:84]([O:85][C:86](=[O:88])[CH3:87])[C@@H:83]([O:89][C:90](=[O:92])[CH3:91])[C@@H:82]([CH2:93][O:94][C:95](=[O:97])[CH3:96])[O:81][C@H:73]1[O:74][CH2:75][CH2:76][O:77][CH2:78][CH2:79]O)(=[O:70])[CH3:69].N1C=NN=N1, predict the reaction product. The product is: [CH3:19][O:20][C:21]1[CH:58]=[CH:57][C:24]([C:25]([O:40][CH2:41][C@H:42]2[O:46][C@@H:45]([N:47]3[CH:55]=[C:53]([CH3:54])[C:51](=[O:52])[NH:50][C:48]3=[O:49])[CH2:44][C@@H:43]2[O:56][P:8]([N:12]([CH:13]([CH3:14])[CH3:15])[CH:16]([CH3:17])[CH3:18])([O:9][CH2:79][CH2:78][O:77][CH2:76][CH2:75][O:74][C@@H:73]2[O:81][C@H:82]([CH2:93][O:94][C:95](=[O:97])[CH3:96])[C@H:83]([O:89][C:90](=[O:92])[CH3:91])[C@H:84]([O:85][C:86](=[O:88])[CH3:87])[C@H:72]2[O:71][C:68](=[O:70])[CH3:69])=[O:10])([C:34]2[CH:35]=[CH:36][CH:37]=[CH:38][CH:39]=2)[C:26]2[CH:31]=[CH:30][C:29]([O:32][CH3:33])=[CH:28][CH:27]=2)=[CH:23][CH:22]=1. (2) Given the reactants [Cl:1][C:2]1[C:3]([O:16][C:17]2[CH:22]=[CH:21][C:20]([Cl:23])=[C:19]([C:24]([F:27])([F:26])[F:25])[CH:18]=2)=[CH:4][C:5]([F:15])=[C:6]([CH:14]=1)[C:7]([NH:9][S:10](=[O:13])(=[O:12])[NH2:11])=[O:8].[CH3:28][Si]([N-][Si](C)(C)C)(C)C.[Li+].IC, predict the reaction product. The product is: [Cl:1][C:2]1[C:3]([O:16][C:17]2[CH:22]=[CH:21][C:20]([Cl:23])=[C:19]([C:24]([F:27])([F:26])[F:25])[CH:18]=2)=[CH:4][C:5]([F:15])=[C:6]([CH:14]=1)[C:7]([NH:9][S:10](=[O:12])(=[O:13])[NH:11][CH3:28])=[O:8]. (3) Given the reactants [OH:1][CH2:2][C:3]1[N:7]([CH3:8])[C:6]([N+:9]([O-:11])=[O:10])=[N:5][CH:4]=1.[C:12]([O:16][C:17]([O:19][C@@H:20]1[C@@H:24]([CH2:25][O:26][C:27]([O:29][C:30]([CH3:33])([CH3:32])[CH3:31])=[O:28])[O:23][C@@H:22]([N:34]2[CH:41]=[CH:40][C:38]([NH2:39])=[N:37][C:35]2=[O:36])[C:21]1([F:43])[F:42])=[O:18])([CH3:15])([CH3:14])[CH3:13].N1C=CC=CC=1.[C:50](Cl)(Cl)=[O:51], predict the reaction product. The product is: [N+:9]([C:6]1[N:7]([CH3:8])[C:3]([CH2:2][O:1][C:50]([NH:39][C:38]2[CH:40]=[CH:41][N:34]([C@@H:22]3[O:23][C@H:24]([CH2:25][O:26][C:27]([O:29][C:30]([CH3:33])([CH3:32])[CH3:31])=[O:28])[C@@H:20]([O:19][C:17]([O:16][C:12]([CH3:13])([CH3:14])[CH3:15])=[O:18])[C:21]3([F:42])[F:43])[C:35](=[O:36])[N:37]=2)=[O:51])=[CH:4][N:5]=1)([O-:11])=[O:10]. (4) Given the reactants [CH2:1]1[CH:6]2[CH2:7][C:8]3([NH2:11])[CH2:10][CH:4]([CH2:5]2)[CH2:3][CH:2]1[CH2:9]3.[Br:12][C:13]1[CH:17]=[C:16]([CH2:18]Cl)[O:15][N:14]=1, predict the reaction product. The product is: [Br:12][C:13]1[CH:17]=[C:16]([CH2:18][NH:11][C:8]23[CH2:10][CH:4]4[CH2:5][CH:6]([CH2:1][CH:2]([CH2:3]4)[CH2:9]2)[CH2:7]3)[O:15][N:14]=1. (5) Given the reactants C([O:3][C:4](=O)[CH2:5][C:6]([C@@H:8]1[CH2:13][CH2:12][N:11]([C:14]([O:16][CH3:17])=[O:15])[C@@H:10]([C:18]2[CH:23]=[CH:22][C:21]([C:24]([F:27])([F:26])[F:25])=[C:20]([CH3:28])[CH:19]=2)[CH2:9]1)=[O:7])C.[OH-].[Na+].[NH2:32]O.Cl, predict the reaction product. The product is: [CH3:28][C:20]1[CH:19]=[C:18]([C@H:10]2[CH2:9][C@H:8]([C:6]3[O:7][NH:32][C:4](=[O:3])[CH:5]=3)[CH2:13][CH2:12][N:11]2[C:14]([O:16][CH3:17])=[O:15])[CH:23]=[CH:22][C:21]=1[C:24]([F:27])([F:26])[F:25]. (6) Given the reactants Br[C:2]1[CH:13]=[C:12]([O:14][C@@H:15]([C@H:17]2[CH2:21][NH:20][C:19](=[O:22])[CH2:18]2)[CH3:16])[C:5]2[N:6]([CH:9]3[CH2:11][CH2:10]3)[CH:7]=[N:8][C:4]=2[CH:3]=1.C([Sn](CCCC)(CCCC)[C:28]1[CH:33]=[N:32][CH:31]=[CH:30][N:29]=1)CCC, predict the reaction product. The product is: [CH:9]1([N:6]2[C:5]3[C:12]([O:14][C@@H:15]([C@H:17]4[CH2:21][NH:20][C:19](=[O:22])[CH2:18]4)[CH3:16])=[CH:13][C:2]([C:28]4[CH:33]=[N:32][CH:31]=[CH:30][N:29]=4)=[CH:3][C:4]=3[N:8]=[CH:7]2)[CH2:11][CH2:10]1. (7) Given the reactants [NH2:1][C:2]1[N:3]=[C:4]([C:19]2[CH:24]=[CH:23][CH:22]=[CH:21][CH:20]=2)[C:5]([C:9]2[CH:10]=[CH:11][C:12](=[O:18])[N:13]([CH:15]([CH3:17])[CH3:16])[N:14]=2)=[N:6][C:7]=1Br.[NH2:25][CH2:26][CH2:27][NH:28][C:29](=[O:31])[CH3:30].O, predict the reaction product. The product is: [NH2:1][C:2]1[C:7]([NH:25][CH2:26][CH2:27][NH:28][C:29](=[O:31])[CH3:30])=[N:6][C:5]([C:9]2[CH:10]=[CH:11][C:12](=[O:18])[N:13]([CH:15]([CH3:17])[CH3:16])[N:14]=2)=[C:4]([C:19]2[CH:24]=[CH:23][CH:22]=[CH:21][CH:20]=2)[N:3]=1. (8) The product is: [Br:16][C:5]1[C:6]([O:8][CH2:9][CH3:10])=[CH:7][C:2]([Cl:1])=[N:3][CH:4]=1. Given the reactants [Cl:1][C:2]1[CH:7]=[C:6]([O:8][CH2:9][CH3:10])[CH:5]=[CH:4][N:3]=1.OS(O)(=O)=O.[Br:16]N1C(=O)CCC1=O, predict the reaction product.